From a dataset of Full USPTO retrosynthesis dataset with 1.9M reactions from patents (1976-2016). Predict the reactants needed to synthesize the given product. The reactants are: Br[CH2:2][C:3]([N:5]1[CH2:9][CH2:8][CH2:7][C:6]1([C:15]([O:17]CC)=O)[C:10]([O:12][CH2:13][CH3:14])=[O:11])=[O:4].[CH2:20]([NH2:27])[C:21]1[CH:26]=[CH:25][CH:24]=[CH:23][CH:22]=1. Given the product [O:17]=[C:15]1[N:27]([CH2:20][C:21]2[CH:26]=[CH:25][CH:24]=[CH:23][CH:22]=2)[CH2:2][C:3](=[O:4])[N:5]2[CH2:9][CH2:8][CH2:7][C:6]12[C:10]([O:12][CH2:13][CH3:14])=[O:11], predict the reactants needed to synthesize it.